From a dataset of Full USPTO retrosynthesis dataset with 1.9M reactions from patents (1976-2016). Predict the reactants needed to synthesize the given product. The reactants are: [N:1]1([CH2:7][CH2:8][O:9][C:10]2[CH:33]=[CH:32][C:13]([O:14][CH2:15][CH2:16][CH2:17][CH2:18][CH2:19][CH2:20]C34C=CC=CC3C(NC4=O)=O)=[CH:12][CH:11]=2)[CH2:6][CH2:5][O:4][CH2:3][CH2:2]1.O.[NH2:35]N. Given the product [N:1]1([CH2:7][CH2:8][O:9][C:10]2[CH:33]=[CH:32][C:13]([O:14][CH2:15][CH2:16][CH2:17][CH2:18][CH2:19][CH2:20][NH2:35])=[CH:12][CH:11]=2)[CH2:6][CH2:5][O:4][CH2:3][CH2:2]1.[N:1]1([CH2:7][CH2:8][O:9][C:10]2[CH:33]=[CH:32][C:13]([OH:14])=[CH:12][CH:11]=2)[CH2:6][CH2:5][O:4][CH2:3][CH2:2]1, predict the reactants needed to synthesize it.